This data is from Full USPTO retrosynthesis dataset with 1.9M reactions from patents (1976-2016). The task is: Predict the reactants needed to synthesize the given product. (1) Given the product [Br:1][C:2]1[CH:3]=[C:4]([C:8]2[N:17]=[C:16]([C:18]([NH2:22])=[O:20])[C:15]3[CH2:14][CH2:13][CH2:12][CH2:11][C:10]=3[N:9]=2)[CH:5]=[CH:6][CH:7]=1, predict the reactants needed to synthesize it. The reactants are: [Br:1][C:2]1[CH:3]=[C:4]([C:8]2[N:17]=[C:16]([C:18]([OH:20])=O)[C:15]3[CH2:14][CH2:13][CH2:12][CH2:11][C:10]=3[N:9]=2)[CH:5]=[CH:6][CH:7]=1.[Cl-].[NH4+:22]. (2) The reactants are: [Cl:1][C:2]1[CH:19]=[CH:18][C:5]([C:6]([NH:8][CH2:9][CH2:10][C:11]2[CH:16]=[CH:15][CH:14]=[C:13]([OH:17])[CH:12]=2)=[O:7])=[CH:4][C:3]=1[C:20]([F:23])([F:22])[F:21].C([O-])([O-])=O.[Cs+].[Cs+].Cl[C:31]1[CH:36]=[CH:35][N:34]=[C:33]([C:37]([NH:39][CH3:40])=[O:38])[CH:32]=1. Given the product [Cl:1][C:2]1[CH:19]=[CH:18][C:5]([C:6]([NH:8][CH2:9][CH2:10][C:11]2[CH:12]=[C:13]([CH:14]=[CH:15][CH:16]=2)[O:17][C:31]2[CH:36]=[CH:35][N:34]=[C:33]([C:37]([NH:39][CH3:40])=[O:38])[CH:32]=2)=[O:7])=[CH:4][C:3]=1[C:20]([F:21])([F:22])[F:23], predict the reactants needed to synthesize it. (3) Given the product [Br:13][C:14]1[CH:22]=[CH:21][C:17]([C:18]([NH:5][CH2:4][CH:3]([O:6][CH3:7])[O:2][CH3:1])=[O:19])=[CH:16][CH:15]=1, predict the reactants needed to synthesize it. The reactants are: [CH3:1][O:2][CH:3]([O:6][CH3:7])[CH2:4][NH2:5].C(=O)([O-])O.[K+].[Br:13][C:14]1[CH:22]=[CH:21][C:17]([C:18](Cl)=[O:19])=[CH:16][CH:15]=1. (4) Given the product [CH:9]([C:2]1[S:6][C:5]([CH:7]=[O:8])=[CH:4][CH:3]=1)=[CH2:10], predict the reactants needed to synthesize it. The reactants are: Br[C:2]1[S:6][C:5]([CH:7]=[O:8])=[CH:4][CH:3]=1.[CH2:9](C([Sn])=C(CCCC)CCCC)[CH2:10]CC. (5) Given the product [C:1]([O:5][C:6]([N:8]([CH2:15][CH2:16][S:17][S:18][C:19]([CH3:22])([CH3:21])[CH3:20])[CH2:9][C:10]([OH:12])=[O:11])=[O:7])([CH3:4])([CH3:3])[CH3:2], predict the reactants needed to synthesize it. The reactants are: [C:1]([O:5][C:6]([N:8]([CH2:15][CH2:16][S:17][S:18][C:19]([CH3:22])([CH3:21])[CH3:20])[CH2:9][C:10]([O:12]CC)=[O:11])=[O:7])([CH3:4])([CH3:3])[CH3:2].[OH-].[K+]. (6) The reactants are: [F:1][C:2]1[CH:7]=[CH:6][C:5]([CH3:8])=[CH:4][C:3]=1[NH:9][C:10]([NH:12][C:13]1[CH:18]=[CH:17][C:16]([C:19]2[CH:24]=[CH:23][N:22]=[C:21]3[CH:25]=[C:26]([C:28]([O:30]C)=[O:29])[S:27][C:20]=23)=[CH:15][CH:14]=1)=[O:11].[OH-].[Na+].O.Cl. Given the product [F:1][C:2]1[CH:7]=[CH:6][C:5]([CH3:8])=[CH:4][C:3]=1[NH:9][C:10]([NH:12][C:13]1[CH:14]=[CH:15][C:16]([C:19]2[CH:24]=[CH:23][N:22]=[C:21]3[CH:25]=[C:26]([C:28]([OH:30])=[O:29])[S:27][C:20]=23)=[CH:17][CH:18]=1)=[O:11], predict the reactants needed to synthesize it. (7) Given the product [Cl:23][C:24]1[CH:31]=[CH:30][C:27]([CH2:28][N:7]2[C:6]3=[C:8]([C:12]([O:14][CH3:15])=[O:13])[CH:9]=[CH:10][CH:11]=[C:5]3[O:4][CH2:3][C:2]2=[O:1])=[CH:26][CH:25]=1, predict the reactants needed to synthesize it. The reactants are: [O:1]=[C:2]1[NH:7][C:6]2=[C:8]([C:12]([O:14][CH3:15])=[O:13])[CH:9]=[CH:10][CH:11]=[C:5]2[O:4][CH2:3]1.CN(C=O)C.[H-].[Na+].[Cl:23][C:24]1[CH:31]=[CH:30][C:27]([CH2:28]Br)=[CH:26][CH:25]=1. (8) Given the product [Br:12][C:13]1[CH:14]=[CH:15][C:16]([Cl:21])=[C:17]([CH2:18][C:10]2[S:11][C:7]([C:1]3[CH:2]=[CH:3][CH:4]=[CH:5][CH:6]=3)=[CH:8][N:9]=2)[CH:20]=1, predict the reactants needed to synthesize it. The reactants are: [C:1]1([C:7]2[S:11][CH:10]=[N:9][CH:8]=2)[CH:6]=[CH:5][CH:4]=[CH:3][CH:2]=1.[Br:12][C:13]1[CH:14]=[CH:15][C:16]([Cl:21])=[C:17]([CH:20]=1)[CH:18]=O. (9) Given the product [C:1]([O:9][CH2:10][C@@:11]1([CH3:14])[CH:12]=[CH:13][CH2:18][CH:17]([O:21][CH2:22][C:23]2[CH:24]=[CH:25][CH:26]=[CH:27][CH:28]=2)[CH2:16][O:15]1)(=[O:8])[C:2]1[CH:7]=[CH:6][CH:5]=[CH:4][CH:3]=1, predict the reactants needed to synthesize it. The reactants are: [C:1]([O:9][CH2:10][C@@:11]([O:15][CH2:16][CH:17]([O:21][CH2:22][C:23]1[CH:28]=[CH:27][CH:26]=[CH:25][CH:24]=1)[CH2:18]C=C)([CH3:14])[CH:12]=[CH2:13])(=[O:8])[C:2]1[CH:7]=[CH:6][CH:5]=[CH:4][CH:3]=1. (10) Given the product [OH:29][NH:30][C:17](=[O:18])/[CH:16]=[CH:15]/[C:12]1[CH:13]=[CH:14][N:10]([S:7]([C:4]2[CH:5]=[CH:6][C:1]([CH3:20])=[CH:2][CH:3]=2)(=[O:9])=[O:8])[CH:11]=1, predict the reactants needed to synthesize it. The reactants are: [C:1]1([CH3:20])[CH:6]=[CH:5][C:4]([S:7]([N:10]2[CH:14]=[CH:13][C:12](/[CH:15]=[CH:16]/[C:17](O)=[O:18])=[CH:11]2)(=[O:9])=[O:8])=[CH:3][CH:2]=1.C(Cl)(=O)C(Cl)=O.C[Si](C)(C)[O:29][NH2:30].Cl.